From a dataset of Full USPTO retrosynthesis dataset with 1.9M reactions from patents (1976-2016). Predict the reactants needed to synthesize the given product. (1) Given the product [Cl:10][C:7]1[CH:8]=[CH:9][C:4]([C:2](=[O:3])[CH3:1])=[C:5]([O:11][C:13]2[C:22]3[C:17](=[CH:18][C:19]([O:25][CH3:26])=[C:20]([O:23][CH3:24])[CH:21]=3)[N:16]=[CH:15][CH:14]=2)[CH:6]=1, predict the reactants needed to synthesize it. The reactants are: [CH3:1][C:2]([C:4]1[CH:9]=[CH:8][C:7]([Cl:10])=[CH:6][C:5]=1[OH:11])=[O:3].Cl[C:13]1[C:22]2[C:17](=[CH:18][C:19]([O:25][CH3:26])=[C:20]([O:23][CH3:24])[CH:21]=2)[N:16]=[CH:15][CH:14]=1. (2) Given the product [CH2:1]([O:8][C@H:9]1[C@H:14]([O:15][CH2:16][C:17]2[CH:18]=[CH:19][CH:20]=[CH:21][CH:22]=2)[C@@H:13]([O:23][CH2:24][C:25]2[CH:30]=[CH:29][CH:28]=[CH:27][CH:26]=2)[CH:12]([C:31]2[CH:36]=[CH:35][C:34]([Cl:37])=[C:33]([CH2:38][C:39]3[CH:40]=[CH:41][C:42]([O:45][CH2:46][CH3:47])=[CH:43][CH:44]=3)[CH:32]=2)[N:11]([CH3:57])[CH:10]1[CH2:48][O:49][CH2:50][C:51]1[CH:52]=[CH:53][CH:54]=[CH:55][CH:56]=1)[C:2]1[CH:7]=[CH:6][CH:5]=[CH:4][CH:3]=1, predict the reactants needed to synthesize it. The reactants are: [CH2:1]([O:8][C@H:9]1[C@H:14]([O:15][CH2:16][C:17]2[CH:22]=[CH:21][CH:20]=[CH:19][CH:18]=2)[C@@H:13]([O:23][CH2:24][C:25]2[CH:30]=[CH:29][CH:28]=[CH:27][CH:26]=2)[CH:12]([C:31]2[CH:36]=[CH:35][C:34]([Cl:37])=[C:33]([CH2:38][C:39]3[CH:44]=[CH:43][C:42]([O:45][CH2:46][CH3:47])=[CH:41][CH:40]=3)[CH:32]=2)[NH:11][CH:10]1[CH2:48][O:49][CH2:50][C:51]1[CH:56]=[CH:55][CH:54]=[CH:53][CH:52]=1)[C:2]1[CH:7]=[CH:6][CH:5]=[CH:4][CH:3]=1.[C:57](=O)([O-])[O-].[K+].[K+].IC. (3) Given the product [C:12]([C:11]1[C:3]([C:2]([F:14])([F:1])[F:15])=[C:4]2[C:8](=[CH:9][CH:10]=1)[N:7]([CH:17]([CH3:22])[C:18]([O:20][CH3:21])=[O:19])[CH:6]=[CH:5]2)#[N:13], predict the reactants needed to synthesize it. The reactants are: [F:1][C:2]([F:15])([F:14])[C:3]1[C:11]([C:12]#[N:13])=[CH:10][CH:9]=[C:8]2[C:4]=1[CH:5]=[CH:6][NH:7]2.Br[CH:17]([CH3:22])[C:18]([O:20][CH3:21])=[O:19]. (4) Given the product [CH2:30]([NH:31][C:11]([C:9]1[CH:10]=[C:5]2[N:4]=[C:3]([NH:14][C:15]3[S:16][C:17]4[CH:23]=[C:22]([O:24][C:25]([F:28])([F:27])[F:26])[CH:21]=[CH:20][C:18]=4[N:19]=3)[N:2]([CH3:1])[C:6]2=[N:7][CH:8]=1)=[O:12])[CH3:29], predict the reactants needed to synthesize it. The reactants are: [CH3:1][N:2]1[C:6]2=[N:7][CH:8]=[C:9]([C:11](O)=[O:12])[CH:10]=[C:5]2[N:4]=[C:3]1[NH:14][C:15]1[S:16][C:17]2[CH:23]=[C:22]([O:24][C:25]([F:28])([F:27])[F:26])[CH:21]=[CH:20][C:18]=2[N:19]=1.[CH3:29][CH2:30][NH2:31].CN(C(ON1N=NC2C=CC=CC1=2)=[N+](C)C)C.F[P-](F)(F)(F)(F)F.CCN(C(C)C)C(C)C. (5) Given the product [NH2:1][C:2]1[CH:7]=[CH:6][CH:5]=[CH:4][C:3]=1[NH:8][C:9](=[O:41])[CH:10]=[CH:11][C:12]1[CH:13]=[CH:14][C:15]([CH2:18][N:19]([CH2:31][CH2:32][OH:33])[CH2:20][CH2:21][C:22]2[C:30]3[C:25](=[CH:26][CH:27]=[CH:28][CH:29]=3)[NH:24][CH:23]=2)=[CH:16][CH:17]=1, predict the reactants needed to synthesize it. The reactants are: [NH2:1][C:2]1[CH:7]=[CH:6][CH:5]=[CH:4][C:3]=1[NH:8][C:9](=[O:41])[CH:10]=[CH:11][C:12]1[CH:17]=[CH:16][C:15]([CH2:18][N:19]([CH2:31][CH2:32][O:33][Si](C(C)(C)C)(C)C)[CH2:20][CH2:21][C:22]2[C:30]3[C:25](=[CH:26][CH:27]=[CH:28][CH:29]=3)[NH:24][CH:23]=2)=[CH:14][CH:13]=1.CCCC[N+](CCCC)(CCCC)CCCC.[F-].CO. (6) Given the product [CH2:40]([C:36]([CH2:35][C:19]1[N:18]([CH2:17][C:16]2[CH:44]=[CH:45][C:13]([N:7]3[CH2:8][CH2:9][CH:4]([C:3]([F:11])([F:10])[F:2])[CH2:5][CH2:6]3)=[CH:14][C:15]=2[F:46])[C:22]2[CH:23]=[C:24]([O:27][CH2:28][C:29]3[CH:33]=[CH:32][N:31]([CH3:34])[N:30]=3)[CH:25]=[CH:26][C:21]=2[N:20]=1)([CH2:42][CH3:43])[C:37]([OH:39])=[O:38])[CH3:41], predict the reactants needed to synthesize it. The reactants are: Cl.[F:2][C:3]([F:11])([F:10])[CH:4]1[CH2:9][CH2:8][NH:7][CH2:6][CH2:5]1.Br[C:13]1[CH:45]=[CH:44][C:16]([CH2:17][N:18]2[C:22]3[CH:23]=[C:24]([O:27][CH2:28][C:29]4[CH:33]=[CH:32][N:31]([CH3:34])[N:30]=4)[CH:25]=[CH:26][C:21]=3[N:20]=[C:19]2[CH2:35][C:36]([CH2:42][CH3:43])([CH2:40][CH3:41])[C:37]([OH:39])=[O:38])=[C:15]([F:46])[CH:14]=1.FC(F)(F)C1CCNCC1. (7) Given the product [C:1]([O:5][C:6]([N:8]1[CH2:9][CH2:10][N:11]([C:14](=[O:38])[C:15]2[CH:20]=[CH:19][C:18]([N:21]3[C@H:25]([CH2:26][OH:27])[CH2:24][O:23][C:22]3=[O:36])=[C:17]([F:37])[CH:16]=2)[CH2:12][CH2:13]1)=[O:7])([CH3:4])([CH3:2])[CH3:3], predict the reactants needed to synthesize it. The reactants are: [C:1]([O:5][C:6]([N:8]1[CH2:13][CH2:12][N:11]([C:14](=[O:38])[C:15]2[CH:20]=[CH:19][C:18]([N:21]3[C@H:25]([CH2:26][O:27]C(=O)C4C=CC=CC=4)[CH2:24][O:23][C:22]3=[O:36])=[C:17]([F:37])[CH:16]=2)[CH2:10][CH2:9]1)=[O:7])([CH3:4])([CH3:3])[CH3:2].[OH-].[Na+].Cl.[Cl-].[Na+]. (8) Given the product [C:1]([O:5][C:6]([N:8]1[CH2:9][CH2:10][CH:11]([O:14][CH2:15][C:16]2[O:18][N:41]=[C:42]([C:44]3[CH:49]=[N:48][C:47]([O:50][CH3:51])=[N:46][CH:45]=3)[N:43]=2)[CH2:12][CH2:13]1)=[O:7])([CH3:2])([CH3:3])[CH3:4], predict the reactants needed to synthesize it. The reactants are: [C:1]([O:5][C:6]([N:8]1[CH2:13][CH2:12][CH:11]([O:14][CH2:15][C:16]([OH:18])=O)[CH2:10][CH2:9]1)=[O:7])([CH3:4])([CH3:3])[CH3:2].CCN=C=NCCCN(C)C.C1C=CC2N(O)N=NC=2C=1.O[NH:41][C:42]([C:44]1[CH:45]=[N:46][C:47]([O:50][CH3:51])=[N:48][CH:49]=1)=[NH:43]. (9) Given the product [CH2:73]([O:75][C:76]1[CH:77]=[C:78]([CH:81]=[C:82]([O:85][CH2:86][CH3:87])[C:83]=1[F:84])[CH2:79][N:8]1[CH2:13][CH2:12][CH:11]([NH:14][C:15]2[O:16][C:17]3[CH:23]=[CH:22][C:21]([O:24][CH2:25][CH:26]([OH:29])[CH2:27][OH:28])=[CH:20][C:18]=3[N:19]=2)[CH2:10][CH2:9]1)[CH3:74], predict the reactants needed to synthesize it. The reactants are: FC(F)(F)C(O)=O.[NH:8]1[CH2:13][CH2:12][CH:11]([NH:14][C:15]2[O:16][C:17]3[CH:23]=[CH:22][C:21]([O:24][CH2:25][CH:26]([OH:29])[CH2:27][OH:28])=[CH:20][C:18]=3[N:19]=2)[CH2:10][CH2:9]1.C(OC(N1CCC(NC2OC3C=CC(O)=CC=3N=2)CC1)=O)(C)(C)C.C1(C)C=CC(S(OCC2COC(C)(C)O2)(=O)=O)=CC=1.[CH2:73]([O:75][C:76]1[CH:77]=[C:78]([CH:81]=[C:82]([O:85][CH2:86][CH3:87])[C:83]=1[F:84])[CH:79]=O)[CH3:74].C([BH3-])#N.[Na+].C(N(C(C)C)C(C)C)C.